This data is from Full USPTO retrosynthesis dataset with 1.9M reactions from patents (1976-2016). The task is: Predict the reactants needed to synthesize the given product. (1) Given the product [Br:16][CH2:2][C:1]([C:4]1[CH:9]=[CH:8][C:7]([CH2:10][C:11]([O:13][CH2:14][CH3:15])=[O:12])=[CH:6][CH:5]=1)=[O:3], predict the reactants needed to synthesize it. The reactants are: [C:1]([C:4]1[CH:9]=[CH:8][C:7]([CH2:10][C:11]([O:13][CH2:14][CH3:15])=[O:12])=[CH:6][CH:5]=1)(=[O:3])[CH3:2].[Br:16]Br. (2) Given the product [ClH:1].[CH3:9][N:8]([CH3:10])[C:6]1[CH:5]=[C:4]([CH3:11])[N:3]=[C:2]([NH:12][C@@H:13]2[CH2:14][CH2:15][C@H:16]([NH:19][C:20](=[O:34])[C:21]3[CH:26]=[CH:25][CH:24]=[N:23][C:22]=3[O:27][C:28]3[CH:33]=[CH:32][CH:31]=[CH:30][CH:29]=3)[CH2:17][CH2:18]2)[N:7]=1, predict the reactants needed to synthesize it. The reactants are: [Cl:1][C:2]1[N:7]=[C:6]([N:8]([CH3:10])[CH3:9])[CH:5]=[C:4]([CH3:11])[N:3]=1.[NH2:12][C@@H:13]1[CH2:18][CH2:17][C@H:16]([NH:19][C:20](=[O:34])[C:21]2[CH:26]=[CH:25][CH:24]=[N:23][C:22]=2[O:27][C:28]2[CH:33]=[CH:32][CH:31]=[CH:30][CH:29]=2)[CH2:15][CH2:14]1.C([O-])(O)=O.[Na+]. (3) Given the product [Cl:8][C:7]1[C:6]([N:21]2[CH2:22][CH2:23][CH:18]([C:13]3[CH:14]=[CH:15][CH:16]=[CH:17][C:12]=3[O:11][CH3:10])[CH2:19][CH2:20]2)=[CH:5][N:4]=[N:3][C:2]=1[NH:30][NH2:31], predict the reactants needed to synthesize it. The reactants are: Cl[C:2]1[N:3]=[N:4][CH:5]=[C:6](Cl)[C:7]=1[Cl:8].[CH3:10][O:11][C:12]1[CH:17]=[CH:16][CH:15]=[CH:14][C:13]=1[CH:18]1[CH2:23][CH2:22][NH:21][CH2:20][CH2:19]1.C(=O)([O-])[O-].[K+].[K+].[NH2:30][NH2:31]. (4) Given the product [Cl:1][C:2]1[N:7]=[C:6]([C:8]([O:10][CH3:11])=[O:9])[CH:5]=[CH:4][C:3]=1[O:12][CH2:21][CH2:22][O:23][C:24]([F:27])([F:26])[F:25], predict the reactants needed to synthesize it. The reactants are: [Cl:1][C:2]1[N:7]=[C:6]([C:8]([O:10][CH3:11])=[O:9])[CH:5]=[CH:4][C:3]=1[OH:12].[H-].[Na+].FC(F)(F)S(O[CH2:21][CH2:22][O:23][C:24]([F:27])([F:26])[F:25])(=O)=O.O. (5) Given the product [CH3:43][N:44]([CH3:45])[CH2:26][CH2:25][CH2:24][O:23][C:20]1[CH:21]=[C:22]2[C:17](=[CH:18][CH:19]=1)[NH:16][N:15]=[C:14]2[S:11]([C:1]1[C:10]2[C:5](=[CH:6][CH:7]=[CH:8][CH:9]=2)[CH:4]=[CH:3][CH:2]=1)(=[O:12])=[O:13], predict the reactants needed to synthesize it. The reactants are: [C:1]1([S:11]([C:14]2[C:22]3[C:17](=[CH:18][CH:19]=[C:20]([O:23][CH2:24][CH2:25][CH2:26]OS(C4C=CC(C)=CC=4)(=O)=O)[CH:21]=3)[NH:16][N:15]=2)(=[O:13])=[O:12])[C:10]2[C:5](=[CH:6][CH:7]=[CH:8][CH:9]=2)[CH:4]=[CH:3][CH:2]=1.C1COCC1.[CH3:43][NH:44][CH3:45]. (6) Given the product [OH:1][C@H:2]1[CH2:24][CH2:23][C@@:22]2([CH3:25])[C:4](=[CH:5][CH2:6][C@@H:7]3[C@@H:21]2[CH2:20][C@@H:19]([OH:26])[C@@:18]2([CH3:27])[C@:8]3([OH:28])[CH2:9][CH2:10][C@@H:11]2[C:12]2([O:17][CH2:16][CH2:15][O:14]2)[CH3:13])[CH2:3]1, predict the reactants needed to synthesize it. The reactants are: [OH:1][C@H:2]1[CH2:24][CH2:23][C@@:22]2([CH3:25])[C:4](=[CH:5][CH2:6][C@@H:7]3[C@@H:21]2[CH2:20][C@@H:19]([OH:26])[C@@:18]2([CH3:27])[C@@:8]43[O:28][CH:9]4[CH2:10][C@@H:11]2[C:12]2([O:17][CH2:16][CH2:15][O:14]2)[CH3:13])[CH2:3]1.[H-].[Al+3].[Li+].[H-].[H-].[H-].O.[OH-].[Na+]. (7) Given the product [N:13]1[CH:18]=[CH:17][CH:16]=[C:15]([CH:19]=[CH:1][C:2]2[NH:11][C:10](=[O:12])[C:9]3[C:4](=[CH:5][CH:6]=[CH:7][CH:8]=3)[N:3]=2)[CH:14]=1, predict the reactants needed to synthesize it. The reactants are: [CH3:1][C:2]1[NH:11][C:10](=[O:12])[C:9]2[C:4](=[CH:5][CH:6]=[CH:7][CH:8]=2)[N:3]=1.[N:13]1[CH:18]=[CH:17][CH:16]=[C:15]([CH:19]=O)[CH:14]=1. (8) Given the product [Cl:1][C:2]1[CH:7]=[C:6]([C:8]#[C:9][C:10]2[N:11]=[C:12]([CH3:15])[N:13]([C:19]3[CH:20]=[CH:21][C:22]([F:23])=[C:17]([Cl:16])[CH:18]=3)[CH:14]=2)[CH:5]=[CH:4][N:3]=1, predict the reactants needed to synthesize it. The reactants are: [Cl:1][C:2]1[CH:7]=[C:6]([C:8]#[C:9][C:10]2[N:11]=[C:12]([CH3:15])[NH:13][CH:14]=2)[CH:5]=[CH:4][N:3]=1.[Cl:16][C:17]1[CH:18]=[C:19](B(O)O)[CH:20]=[CH:21][C:22]=1[F:23].